From a dataset of Forward reaction prediction with 1.9M reactions from USPTO patents (1976-2016). Predict the product of the given reaction. Given the reactants [CH3:1][O:2][C:3]1[CH:4]=[CH:5][CH:6]=[C:7]2[C:12]=1[CH:11]=[N:10][CH:9]=[CH:8]2.C1C=C([Cl:19])C=C(C(OO)=[O:21])C=1, predict the reaction product. The product is: [ClH:19].[CH3:1][O:2][C:3]1[CH:4]=[CH:5][CH:6]=[C:7]2[C:12]=1[CH:11]=[N+:10]([O-:21])[CH:9]=[CH:8]2.